This data is from Full USPTO retrosynthesis dataset with 1.9M reactions from patents (1976-2016). The task is: Predict the reactants needed to synthesize the given product. (1) Given the product [Br:10][CH2:11][CH2:12][CH2:13][O:9][C:3]1[CH:4]=[CH:5][C:6]([Cl:8])=[CH:7][C:2]=1[Cl:1], predict the reactants needed to synthesize it. The reactants are: [Cl:1][C:2]1[CH:7]=[C:6]([Cl:8])[CH:5]=[CH:4][C:3]=1[OH:9].[Br:10][CH2:11][CH2:12][CH2:13]Br.[OH-].[Na+]. (2) Given the product [Cl:8][C:7]1[CH:2]=[CH:3][C:4]([CH3:19])=[C:5]([N:9]2[C:13]3=[N:14][C:15]([OH:18])=[CH:16][CH:17]=[C:12]3[N:11]=[CH:10]2)[CH:6]=1, predict the reactants needed to synthesize it. The reactants are: Br[C:2]1[C:7]([Cl:8])=[CH:6][C:5]([N:9]2[C:13]3=[N:14][C:15]([OH:18])=[CH:16][CH:17]=[C:12]3[N:11]=[CH:10]2)=[C:4]([CH3:19])[CH:3]=1.